This data is from Catalyst prediction with 721,799 reactions and 888 catalyst types from USPTO. The task is: Predict which catalyst facilitates the given reaction. (1) Reactant: [CH3:1][C:2]1([CH3:21])[CH2:7][CH2:6][CH:5]([NH:8][C:9]([C:11]2[CH:20]=[N:19][C:18]3[CH2:17][CH2:16][CH2:15][CH2:14][C:13]=3[N:12]=2)=[O:10])[CH2:4][CH2:3]1.C1C=C(Cl)C=C(C(OO)=[O:30])C=1. Product: [CH3:1][C:2]1([CH3:21])[CH2:7][CH2:6][CH:5]([NH:8][C:9]([C:11]2[CH:20]=[N+:19]([O-:30])[C:18]3[CH2:17][CH2:16][CH2:15][CH2:14][C:13]=3[N:12]=2)=[O:10])[CH2:4][CH2:3]1. The catalyst class is: 4. (2) Reactant: CCN(CC)CC.[CH3:8][S:9](Cl)(=[O:11])=[O:10].[CH3:13][O:14][C:15]([C:17]1[CH:27]=[C:26]([O:28][CH:29]2[CH2:32][NH:31][CH2:30]2)[C:20]2[CH2:21][C:22]([CH3:25])([CH3:24])[O:23][C:19]=2[CH:18]=1)=[O:16]. Product: [CH3:13][O:14][C:15]([C:17]1[CH:27]=[C:26]([O:28][CH:29]2[CH2:30][N:31]([S:9]([CH3:8])(=[O:11])=[O:10])[CH2:32]2)[C:20]2[CH2:21][C:22]([CH3:25])([CH3:24])[O:23][C:19]=2[CH:18]=1)=[O:16]. The catalyst class is: 2.